This data is from Catalyst prediction with 721,799 reactions and 888 catalyst types from USPTO. The task is: Predict which catalyst facilitates the given reaction. (1) Product: [CH3:18][N:1]1[C:9]2[C:4](=[CH:5][CH:6]=[CH:7][CH:8]=2)[CH:3]=[C:2]1[CH2:10][CH2:11][C:12]([O:14][CH3:15])=[O:13]. The catalyst class is: 3. Reactant: [NH:1]1[C:9]2[C:4](=[CH:5][CH:6]=[CH:7][CH:8]=2)[CH:3]=[C:2]1[CH2:10][CH2:11][C:12]([O:14][CH3:15])=[O:13].[H-].[Na+].[CH3:18]I. (2) Reactant: [Cr](O[Cr]([O-])(=O)=O)([O-])(=O)=[O:2].[NH+]1C=CC=CC=1.[NH+]1C=CC=CC=1.[F:22][C:23]1[C:24]([O:41][CH3:42])=[C:25]([CH:39]=[O:40])[CH:26]=[C:27]([C:29]2[CH:34]=[CH:33][C:32]([C:35]([F:38])([F:37])[F:36])=[CH:31][CH:30]=2)[CH:28]=1. Product: [F:22][C:23]1[C:24]([O:41][CH3:42])=[C:25]([C:39]([OH:2])=[O:40])[CH:26]=[C:27]([C:29]2[CH:34]=[CH:33][C:32]([C:35]([F:38])([F:37])[F:36])=[CH:31][CH:30]=2)[CH:28]=1. The catalyst class is: 6. (3) Reactant: [C:1]([O:5][C:6]([N:8]1[CH2:12][C:11](=[O:13])[CH2:10][C@H:9]1[C:14]([OH:16])=[O:15])=[O:7])([CH3:4])([CH3:3])[CH3:2].C(=O)([O-])[O-].[K+].[K+].[CH2:23](Br)[C:24]1[CH:29]=[CH:28][CH:27]=[CH:26][CH:25]=1. Product: [O:13]=[C:11]1[CH2:12][N:8]([C:6]([O:5][C:1]([CH3:4])([CH3:2])[CH3:3])=[O:7])[C@H:9]([C:14]([O:16][CH2:23][C:24]2[CH:29]=[CH:28][CH:27]=[CH:26][CH:25]=2)=[O:15])[CH2:10]1. The catalyst class is: 9. (4) Reactant: [CH:1]1([S:4]([NH:7][C:8]([C@:10]23[NH:50][C:49](=[O:51])[C@@H:48]4[CH2:52][C@@H:45]5[CH2:46][N:47]4[C:53](=[O:54])[C@@H:20]([NH:21][C:22](=[O:55])[O:23][C@H:24]4[C@H:28]([CH2:29][CH2:30][CH2:31][CH:32]=[CH:33][C:34]6[C:43]([O:44]5)=[CH:42][C:41]5[C:36](=[CH:37][CH:38]=[CH:39][CH:40]=5)[N:35]=6)[CH2:27][CH2:26][CH2:25]4)[CH2:19][CH2:18][CH2:17][CH2:16][CH2:15][CH:14]=[CH:13][C@@H:12]2[CH2:11]3)=[O:9])(=[O:6])=[O:5])[CH2:3][CH2:2]1.[BH4-].[Na+]. The catalyst class is: 14. Product: [CH:1]1([S:4]([NH:7][C:8]([C@:10]23[NH:50][C:49](=[O:51])[C@@H:48]4[CH2:52][C@@H:45]5[CH2:46][N:47]4[C:53](=[O:54])[C@@H:20]([NH:21][C:22](=[O:55])[O:23][C@H:24]4[C@H:28]([CH2:29][CH2:30][CH2:31][CH2:32][CH2:33][C:34]6[C:43]([O:44]5)=[CH:42][C:41]5[C:36](=[CH:37][CH:38]=[CH:39][CH:40]=5)[N:35]=6)[CH2:27][CH2:26][CH2:25]4)[CH2:19][CH2:18][CH2:17][CH2:16][CH2:15][CH:14]=[CH:13][C@@H:12]2[CH2:11]3)=[O:9])(=[O:5])=[O:6])[CH2:3][CH2:2]1. (5) Product: [F:1][C:2]1[CH:7]=[C:6]([CH:5]=[C:4]([F:8])[C:3]=1[OH:9])[CH:22]=[O:23]. Reactant: [F:1][C:2]1[CH:7]=[CH:6][CH:5]=[C:4]([F:8])[C:3]=1[OH:9].C1N2CN3CN(C2)CN1C3.FC(F)(F)[C:22](O)=[O:23]. The catalyst class is: 6. (6) The catalyst class is: 19. Reactant: C(OC([N:11]1[CH2:15][CH2:14][CH2:13][C@H:12]1[CH2:16][N:17](CC1C=CC=CC=1OC)[CH2:18][C:19](=O)[CH:20]([C:27]1[CH:32]=[CH:31][CH:30]=[CH:29][CH:28]=1)[C:21]1[CH:26]=[CH:25][CH:24]=[CH:23][CH:22]=1)=O)C1C=CC=CC=1.[ClH:43]. Product: [ClH:43].[ClH:43].[CH:20]([CH:19]1[N:11]2[CH2:15][CH2:14][CH2:13][C@H:12]2[CH2:16][NH:17][CH2:18]1)([C:27]1[CH:32]=[CH:31][CH:30]=[CH:29][CH:28]=1)[C:21]1[CH:26]=[CH:25][CH:24]=[CH:23][CH:22]=1. (7) Reactant: [Br:1][C:2]1[CH:7]=[CH:6][C:5]([OH:8])=[CH:4][C:3]=1[F:9].C1(P(C2C=CC=CC=2)C2C=CC=CC=2)C=CC=CC=1.[O:29]1[CH2:34][CH2:33][N:32]([CH2:35][CH2:36]O)[CH2:31][CH2:30]1.N(C(OC(C)C)=O)=NC(OC(C)C)=O. Product: [Br:1][C:2]1[CH:7]=[CH:6][C:5]([O:8][CH2:36][CH2:35][N:32]2[CH2:33][CH2:34][O:29][CH2:30][CH2:31]2)=[CH:4][C:3]=1[F:9]. The catalyst class is: 2. (8) Reactant: C[O:2][C:3](=[O:44])[CH:4]([N:19]([CH2:37][C:38]1[CH:43]=[CH:42][CH:41]=[CH:40][CH:39]=1)[S:20]([C:23]1[CH:28]=[CH:27][C:26]([C:29]2[CH:34]=[CH:33][C:32]([O:35][CH3:36])=[CH:31][CH:30]=2)=[CH:25][CH:24]=1)(=[O:22])=[O:21])[CH:5]1[CH2:10][CH2:9][N:8]([C:11]([N:13]2[CH2:18][CH2:17][O:16][CH2:15][CH2:14]2)=[O:12])[CH2:7][CH2:6]1.COC(=O)C(NS(C1C=CC(C2C=CC(OC)=CC=2)=CC=1)(=O)=O)C1CCN(C(N2CCOCC2)=O)CC1.C(=O)([O-])[O-].[Cs+].[Cs+].C(Br)C1C=CC=CC=1. Product: [CH2:37]([N:19]([CH:4]([CH:5]1[CH2:6][CH2:7][N:8]([C:11]([N:13]2[CH2:14][CH2:15][O:16][CH2:17][CH2:18]2)=[O:12])[CH2:9][CH2:10]1)[C:3]([OH:44])=[O:2])[S:20]([C:23]1[CH:24]=[CH:25][C:26]([C:29]2[CH:30]=[CH:31][C:32]([O:35][CH3:36])=[CH:33][CH:34]=2)=[CH:27][CH:28]=1)(=[O:22])=[O:21])[C:38]1[CH:39]=[CH:40][CH:41]=[CH:42][CH:43]=1. The catalyst class is: 9. (9) Reactant: Br[C:2]1[CH:3]=[C:4]([C:9]([CH3:13])([CH3:12])[C:10]#[N:11])[CH:5]=[C:6]([Br:8])[CH:7]=1.CO[B:16]1[O:20][C:19]([CH3:22])([CH3:21])[C:18]([CH3:24])([CH3:23])[O:17]1. Product: [Br:8][C:6]1[CH:5]=[C:4]([C:9]([CH3:13])([CH3:12])[C:10]#[N:11])[CH:3]=[C:2]([B:16]2[O:20][C:19]([CH3:22])([CH3:21])[C:18]([CH3:24])([CH3:23])[O:17]2)[CH:7]=1. The catalyst class is: 7.